From a dataset of Reaction yield outcomes from USPTO patents with 853,638 reactions. Predict the reaction yield, written as a fraction of the theoretical maximum amount of product (1.0 means a 100% yield; for example, 0.34 means a 34% yield). (1) The reactants are Cl[C:2]1[C:23]([O:24][CH2:25][CH2:26][O:27][CH2:28][CH2:29][O:30][CH3:31])=[CH:22][C:5]([C:6]([NH:8][S:9]([C:12]2[CH:17]=[CH:16][CH:15]=[CH:14][C:13]=2[S:18](=[O:21])(=[O:20])[NH2:19])(=[O:11])=[O:10])=[O:7])=[CH:4][N:3]=1.[CH3:32][C:33]([CH3:46])([CH3:45])[C:34]#[C:35]B(OC(C)C)OC(C)C.C(=O)([O-])[O-].[Na+].[Na+]. The catalyst is CN(C)C=O.C1C=CC(P(C2C=CC=CC=2)[C-]2C=CC=C2)=CC=1.C1C=CC(P(C2C=CC=CC=2)[C-]2C=CC=C2)=CC=1.Cl[Pd]Cl.[Fe+2]. The product is [CH3:32][C:33]([CH3:46])([CH3:45])[C:34]#[C:35][C:2]1[C:23]([O:24][CH2:25][CH2:26][O:27][CH2:28][CH2:29][O:30][CH3:31])=[CH:22][C:5]([C:6]([NH:8][S:9]([C:12]2[CH:17]=[CH:16][CH:15]=[CH:14][C:13]=2[S:18](=[O:21])(=[O:20])[NH2:19])(=[O:11])=[O:10])=[O:7])=[CH:4][N:3]=1. The yield is 0.160. (2) The reactants are [F:1][C:2]1[CH:38]=[C:37]([F:39])[CH:36]=[CH:35][C:3]=1[O:4][C:5]1[CH:10]=[CH:9][C:8]([CH2:11][S:12]([CH3:15])(=[O:14])=[O:13])=[CH:7][C:6]=1[C:16]1[C:24]2[C:19](=[C:20]([O:32]C)[N:21]=[C:22]([C:25]3[C:26]([CH3:31])=[N:27][O:28][C:29]=3[CH3:30])[CH:23]=2)[N:18]([CH3:34])[CH:17]=1.Cl.O1CCOCC1. No catalyst specified. The product is [F:1][C:2]1[CH:38]=[C:37]([F:39])[CH:36]=[CH:35][C:3]=1[O:4][C:5]1[CH:10]=[CH:9][C:8]([CH2:11][S:12]([CH3:15])(=[O:14])=[O:13])=[CH:7][C:6]=1[C:16]1[C:24]2[CH:23]=[C:22]([C:25]3[C:26]([CH3:31])=[N:27][O:28][C:29]=3[CH3:30])[NH:21][C:20](=[O:32])[C:19]=2[N:18]([CH3:34])[CH:17]=1. The yield is 0.830.